From a dataset of NCI-60 drug combinations with 297,098 pairs across 59 cell lines. Regression. Given two drug SMILES strings and cell line genomic features, predict the synergy score measuring deviation from expected non-interaction effect. (1) Drug 1: CS(=O)(=O)C1=CC(=C(C=C1)C(=O)NC2=CC(=C(C=C2)Cl)C3=CC=CC=N3)Cl. Drug 2: COC1=CC(=CC(=C1O)OC)C2C3C(COC3=O)C(C4=CC5=C(C=C24)OCO5)OC6C(C(C7C(O6)COC(O7)C8=CC=CS8)O)O. Cell line: SR. Synergy scores: CSS=52.9, Synergy_ZIP=-4.14, Synergy_Bliss=-5.74, Synergy_Loewe=-14.0, Synergy_HSA=-3.29. (2) Drug 1: C(CC(=O)O)C(=O)CN.Cl. Synergy scores: CSS=15.9, Synergy_ZIP=-6.99, Synergy_Bliss=-1.24, Synergy_Loewe=-20.7, Synergy_HSA=-1.27. Drug 2: CCC1(C2=C(COC1=O)C(=O)N3CC4=CC5=C(C=CC(=C5CN(C)C)O)N=C4C3=C2)O.Cl. Cell line: T-47D. (3) Drug 1: C1CCC(C1)C(CC#N)N2C=C(C=N2)C3=C4C=CNC4=NC=N3. Drug 2: C1CCC(C(C1)N)N.C(=O)(C(=O)[O-])[O-].[Pt+4]. Cell line: CAKI-1. Synergy scores: CSS=24.0, Synergy_ZIP=-10.7, Synergy_Bliss=-6.07, Synergy_Loewe=-4.92, Synergy_HSA=-0.621. (4) Drug 1: C1CC(=O)NC(=O)C1N2C(=O)C3=CC=CC=C3C2=O. Drug 2: CC1=C(C(=O)C2=C(C1=O)N3CC4C(C3(C2COC(=O)N)OC)N4)N. Cell line: SF-539. Synergy scores: CSS=24.2, Synergy_ZIP=4.42, Synergy_Bliss=9.13, Synergy_Loewe=-29.9, Synergy_HSA=3.41.